This data is from Forward reaction prediction with 1.9M reactions from USPTO patents (1976-2016). The task is: Predict the product of the given reaction. Given the reactants [N:1]([C:13]([CH3:22])([CH2:16][C:17](OC)([CH3:19])[CH3:18])[C:14]#[N:15])=[N:2][C:3]([CH3:12])([CH2:6][C:7]([CH3:11])(OC)[CH3:8])[C:4]#[N:5].C(OOC(=O)C1C=CC=CC=1)(=O)C1C=CC=CC=1.C(OOC(=O)CCCCCCCCCCC)(=O)CCCCCCCCCCC.C(OOC(C)(C)C)(=O)C(C)(C)C.OO, predict the reaction product. The product is: [N:1]([C:13]([CH3:22])([CH2:16][CH:17]([CH3:19])[CH3:18])[C:14]#[N:15])=[N:2][C:3]([CH3:12])([CH2:6][CH:7]([CH3:8])[CH3:11])[C:4]#[N:5].